From a dataset of Forward reaction prediction with 1.9M reactions from USPTO patents (1976-2016). Predict the product of the given reaction. (1) Given the reactants [C:1]([O:5][C:6]([C@@:8]12[CH2:15][CH2:14][C:13]([F:17])([F:16])[C@@H:12]1[CH2:11][N:10]([C@@H](C1C=CC=CC=1)C)[CH2:9]2)=[O:7])([CH3:4])([CH3:3])[CH3:2].[CH2:26]([O:33][C:34](Cl)=[O:35])[C:27]1[CH:32]=[CH:31][CH:30]=[CH:29][CH:28]=1, predict the reaction product. The product is: [C:1]([O:5][C:6]([C@@:8]12[CH2:15][CH2:14][C:13]([F:16])([F:17])[C@@H:12]1[CH2:11][N:10]([C:34]([O:33][CH2:26][C:27]1[CH:32]=[CH:31][CH:30]=[CH:29][CH:28]=1)=[O:35])[CH2:9]2)=[O:7])([CH3:4])([CH3:3])[CH3:2]. (2) Given the reactants C(=O)([O-])[O-].[K+].[K+].Br[CH2:8][C:9]#[N:10].[C:11]([C:15]1[C:24]2[O:23][CH2:22][CH2:21][NH:20][C:19]=2[CH:18]=[C:17]([C:25](=[O:27])[CH3:26])[CH:16]=1)([CH3:14])([CH3:13])[CH3:12].C(OCC)(=O)C, predict the reaction product. The product is: [C:25]([C:17]1[CH:16]=[C:15]([C:11]([CH3:14])([CH3:12])[CH3:13])[C:24]2[O:23][CH2:22][CH2:21][N:20]([CH2:8][C:9]#[N:10])[C:19]=2[CH:18]=1)(=[O:27])[CH3:26]. (3) Given the reactants [CH2:1]([O:8][C:9]1[CH:13]=[C:12]([CH2:14][OH:15])[N:11]([CH:16]([CH3:18])[CH3:17])[N:10]=1)[C:2]1[CH:7]=[CH:6][CH:5]=[CH:4][CH:3]=1, predict the reaction product. The product is: [CH2:1]([O:8][C:9]1[CH:13]=[C:12]([CH:14]=[O:15])[N:11]([CH:16]([CH3:18])[CH3:17])[N:10]=1)[C:2]1[CH:3]=[CH:4][CH:5]=[CH:6][CH:7]=1. (4) Given the reactants Cl[C:2]1[C:7]([Cl:8])=[N:6][CH:5]=[CH:4][N:3]=1.[CH3:9][C:10]1[CH:15]=[CH:14][CH:13]=[C:12]([CH3:16])[C:11]=1[C:17]1[CH:23]=[CH:22][C:20]([NH2:21])=[CH:19][CH:18]=1.C(=O)([O-])[O-].[Na+].[Na+].C(=O)([O-])[O-].[Cs+].[Cs+], predict the reaction product. The product is: [Cl:8][C:7]1[C:2]([NH:21][C:20]2[CH:19]=[CH:18][C:17]([C:11]3[C:12]([CH3:16])=[CH:13][CH:14]=[CH:15][C:10]=3[CH3:9])=[CH:23][CH:22]=2)=[N:3][CH:4]=[CH:5][N:6]=1. (5) Given the reactants Cl.[Cl:2][C:3]1[CH:8]=[CH:7][C:6]([CH:9]2[CH:13]([C:14]3[CH:19]=[CH:18][C:17]([Cl:20])=[CH:16][CH:15]=3)[N:12]([C:21]([N:23]3[CH2:28][CH2:27][N:26](CCC#N)[CH2:25][CH2:24]3)=[O:22])[C:11]([C:33]3[CH:38]=[CH:37][C:36]([C:39]([F:42])([F:41])[F:40])=[CH:35][C:34]=3[O:43][CH2:44][CH3:45])=[N:10]2)=[CH:5][CH:4]=1.[CH3:46][N:47]=[C:48]=[S:49], predict the reaction product. The product is: [CH3:46][NH:47][C:48]([N:26]1[CH2:27][CH2:28][N:23]([C:21]([N:12]2[CH:13]([C:14]3[CH:19]=[CH:18][C:17]([Cl:20])=[CH:16][CH:15]=3)[CH:9]([C:6]3[CH:5]=[CH:4][C:3]([Cl:2])=[CH:8][CH:7]=3)[N:10]=[C:11]2[C:33]2[CH:38]=[CH:37][C:36]([C:39]([F:42])([F:41])[F:40])=[CH:35][C:34]=2[O:43][CH2:44][CH3:45])=[O:22])[CH2:24][CH2:25]1)=[S:49]. (6) The product is: [N:1]1[CH:6]=[CH:5][CH:4]=[C:3]([C:7]2[CH:8]=[C:9]([CH:13]=[CH:14][CH:15]=2)[C:10]([Cl:18])=[O:11])[CH:2]=1. Given the reactants [N:1]1[CH:6]=[CH:5][CH:4]=[C:3]([C:7]2[CH:8]=[C:9]([CH:13]=[CH:14][CH:15]=2)[C:10](O)=[O:11])[CH:2]=1.S(Cl)([Cl:18])=O, predict the reaction product.